Dataset: Peptide-MHC class I binding affinity with 185,985 pairs from IEDB/IMGT. Task: Regression. Given a peptide amino acid sequence and an MHC pseudo amino acid sequence, predict their binding affinity value. This is MHC class I binding data. (1) The peptide sequence is PRFGSCYFL. The MHC is HLA-A11:01 with pseudo-sequence HLA-A11:01. The binding affinity (normalized) is 0.0847. (2) The peptide sequence is AHAGARVNL. The MHC is HLA-A30:02 with pseudo-sequence HLA-A30:02. The binding affinity (normalized) is 0.574.